Dataset: Forward reaction prediction with 1.9M reactions from USPTO patents (1976-2016). Task: Predict the product of the given reaction. (1) The product is: [CH2:18]([S:19][C:2]1[CH:7]=[C:6]([F:8])[CH:5]=[C:4]([Br:9])[C:3]=1[O:10][CH3:11])[C:12]1[CH:17]=[CH:16][CH:15]=[CH:14][CH:13]=1. Given the reactants Br[C:2]1[CH:7]=[C:6]([F:8])[CH:5]=[C:4]([Br:9])[C:3]=1[O:10][CH3:11].[C:12]1([CH2:18][SH:19])[CH:17]=[CH:16][CH:15]=[CH:14][CH:13]=1.CC1(C)C2C(=C(P(C3C=CC=CC=3)C3C=CC=CC=3)C=CC=2)OC2C(P(C3C=CC=CC=3)C3C=CC=CC=3)=CC=CC1=2.CCN(C(C)C)C(C)C, predict the reaction product. (2) Given the reactants [N+:1]([C:4]1[CH:24]=[CH:23][C:7]([CH2:8][N:9]2[C:17]3[C:12](=[CH:13][CH:14]=[CH:15][CH:16]=3)[CH:11]=[C:10]2[C:18]([O:20][CH2:21][CH3:22])=[O:19])=[CH:6][CH:5]=1)([O-])=O.NN, predict the reaction product. The product is: [NH2:1][C:4]1[CH:5]=[CH:6][C:7]([CH2:8][N:9]2[C:17]3[C:12](=[CH:13][CH:14]=[CH:15][CH:16]=3)[CH:11]=[C:10]2[C:18]([O:20][CH2:21][CH3:22])=[O:19])=[CH:23][CH:24]=1. (3) Given the reactants [O:1]1[C:6]2[CH:7]=[CH:8][CH:9]=[CH:10][C:5]=2[NH:4][CH2:3][CH2:2]1.[Cl:11][C:12]1[CH:13]=[C:14]([CH:18]=[C:19]([Cl:21])[N:20]=1)[C:15](O)=[O:16].CCN=C=NCCCN(C)C.Cl, predict the reaction product. The product is: [Cl:11][C:12]1[CH:13]=[C:14]([C:15]([N:4]2[C:5]3[CH:10]=[CH:9][CH:8]=[CH:7][C:6]=3[O:1][CH2:2][CH2:3]2)=[O:16])[CH:18]=[C:19]([Cl:21])[N:20]=1. (4) Given the reactants CO.C1COCC1.[CH3:8][O:9][C:10](=[O:39])[CH2:11][CH2:12][C:13]1[CH:18]=[CH:17][C:16]([NH:19][CH2:20][C:21]2[CH:26]=[CH:25][C:24]([O:27][CH2:28][C:29](=[N:36][O:37][CH3:38])[C:30]3[CH:35]=[CH:34][CH:33]=[CH:32][CH:31]=3)=[CH:23][CH:22]=2)=[CH:15][CH:14]=1.[OH-].[Na+], predict the reaction product. The product is: [CH3:38][O:37]/[N:36]=[C:29](/[C:30]1[CH:35]=[CH:34][CH:33]=[CH:32][CH:31]=1)\[CH2:28][O:27][C:24]1[CH:25]=[CH:26][C:21]([CH2:20][NH:19][C:16]2[CH:17]=[CH:18][C:13]([CH2:12][CH2:11][C:10]([O:9][CH3:8])=[O:39])=[CH:14][CH:15]=2)=[CH:22][CH:23]=1. (5) Given the reactants [NH2:1][CH2:2][CH:3]([OH:21])[CH2:4][C:5]1[CH:6]=[C:7]([CH:18]=[CH:19][CH:20]=1)[CH2:8][CH2:9][C:10]([OH:17])([CH2:14][CH2:15][CH3:16])[CH2:11][CH2:12][CH3:13].[CH3:22][C:23]([O:26][C:27](O[C:27]([O:26][C:23]([CH3:25])([CH3:24])[CH3:22])=[O:28])=[O:28])([CH3:25])[CH3:24], predict the reaction product. The product is: [OH:21][CH:3]([CH2:4][C:5]1[CH:20]=[CH:19][CH:18]=[C:7]([CH2:8][CH2:9][C:10]([OH:17])([CH2:14][CH2:15][CH3:16])[CH2:11][CH2:12][CH3:13])[CH:6]=1)[CH2:2][NH:1][C:27](=[O:28])[O:26][C:23]([CH3:25])([CH3:24])[CH3:22].